Dataset: Full USPTO retrosynthesis dataset with 1.9M reactions from patents (1976-2016). Task: Predict the reactants needed to synthesize the given product. (1) Given the product [C:23]([CH2:24][NH:25][C:16]([C@@H:14]1[CH2:15][CH:11]([S:8]([C:3]2[CH:4]=[CH:5][CH:6]=[CH:7][C:2]=2[Cl:1])(=[O:9])=[O:10])[CH2:12][C@H:13]1[CH2:19][O:20][CH3:21])=[O:18])#[N:22], predict the reactants needed to synthesize it. The reactants are: [Cl:1][C:2]1[CH:7]=[CH:6][CH:5]=[CH:4][C:3]=1[S:8]([CH:11]1[CH2:15][C@@H:14]([C:16]([OH:18])=O)[C@H:13]([CH2:19][O:20][CH3:21])[CH2:12]1)(=[O:10])=[O:9].[NH2:22][CH2:23][C:24]#[N:25]. (2) Given the product [CH:18]1([N:15]2[CH2:16][CH2:17][CH:13]([CH2:12][C:6]3[CH:7]=[C:8]4[C:3](=[CH:4][CH:5]=3)[C:2]([C:32]3[CH:33]=[CH:34][C:29]([C:27]([O:26][CH3:25])=[O:28])=[CH:30][CH:31]=3)=[CH:11][CH:10]=[CH:9]4)[C:14]2=[O:24])[CH2:19][CH2:20][CH2:21][CH2:22][CH2:23]1, predict the reactants needed to synthesize it. The reactants are: Br[C:2]1[CH:11]=[CH:10][CH:9]=[C:8]2[C:3]=1[CH:4]=[CH:5][C:6]([CH2:12][CH:13]1[CH2:17][CH2:16][N:15]([CH:18]3[CH2:23][CH2:22][CH2:21][CH2:20][CH2:19]3)[C:14]1=[O:24])=[CH:7]2.[CH3:25][O:26][C:27]([C:29]1[CH:34]=[CH:33][C:32](B(O)O)=[CH:31][CH:30]=1)=[O:28].[Li+].[Cl-].C([O-])([O-])=O.[Na+].[Na+]. (3) Given the product [OH:22][C:21]1[C:20]2[C:15](=[N:16][CH:17]=[CH:18][CH:19]=2)[N:14]([CH2:23][CH2:24][CH:25]([CH3:27])[CH3:26])[C:13](=[O:28])[C:12]=1[C:7]1[NH:6][C:5]2[CH:29]=[CH:30][C:2]([NH:1][S:34]([CH:31]([CH3:33])[CH3:32])(=[O:36])=[O:35])=[CH:3][C:4]=2[S:9](=[O:11])(=[O:10])[N:8]=1, predict the reactants needed to synthesize it. The reactants are: [NH2:1][C:2]1[CH:30]=[CH:29][C:5]2[NH:6][C:7]([C:12]3[C:13](=[O:28])[N:14]([CH2:23][CH2:24][CH:25]([CH3:27])[CH3:26])[C:15]4[C:20]([C:21]=3[OH:22])=[CH:19][CH:18]=[CH:17][N:16]=4)=[N:8][S:9](=[O:11])(=[O:10])[C:4]=2[CH:3]=1.[CH:31]([S:34](Cl)(=[O:36])=[O:35])([CH3:33])[CH3:32]. (4) Given the product [C:1]([O:5][C@@H:6]([C:11]1[C:40]([CH3:41])=[CH:39][C:38]2=[N:42][C:35]3=[CH:36][N:37]2[C:12]=1[N:13]1[CH2:47][CH2:46][C:16]([CH3:48])([O:17][CH2:18][CH2:19][CH2:20][CH2:21][C@H:22]([CH3:45])[O:23][C:24]2[C:25]([F:44])=[CH:26][CH:27]=[CH:28][C:29]=2[C:30]2[CH:43]=[C:34]3[CH:33]=[CH:32][CH:31]=2)[CH2:15][CH2:14]1)[C:7]([O:9][CH3:10])=[O:8])([CH3:4])([CH3:2])[CH3:3], predict the reactants needed to synthesize it. The reactants are: [C:1]([O:5][C@@H:6]([C:11]1[C:40]([CH3:41])=[CH:39][C:38]2=[N:42][C:35]3=[CH:36][N:37]2[C:12]=1[N:13]1[CH2:47][CH2:46][C:16]([CH3:48])([O:17][CH2:18][CH:19]=[CH:20][CH2:21][C@H:22]([CH3:45])[O:23][C:24]2[C:25]([F:44])=[CH:26][CH:27]=[CH:28][C:29]=2[C:30]2[CH:43]=[C:34]3[CH:33]=[CH:32][CH:31]=2)[CH2:15][CH2:14]1)[C:7]([O:9][CH3:10])=[O:8])([CH3:4])([CH3:3])[CH3:2].C(O[C@@H](C1C(C)=CC2=NC3=CN2C=1N1CCC(C)(OCCCC[C@H](C)OC2C=C(F)C=CC=2C2C=C3C=CC=2)CC1)C(OC)=O)(C)(C)C. (5) The reactants are: C([O:8][CH2:9][CH2:10][N:11]1[CH2:17][CH2:16][CH2:15][C@H:14]([N:18]([CH2:37][C:38]2[CH:43]=[C:42]([C:44]([F:47])([F:46])[F:45])[CH:41]=[C:40]([C:48]([F:51])([F:50])[F:49])[CH:39]=2)[C:19]2[N:20]=[N:21][N:22]([CH2:24][CH2:25][N:26]3[C:34](=[O:35])[C:33]4[C:28](=[CH:29][CH:30]=[CH:31][CH:32]=4)[C:27]3=[O:36])[N:23]=2)[C:13]2[CH:52]=[C:53]([CH3:60])[C:54]([C:56]([F:59])([F:58])[F:57])=[CH:55][C:12]1=2)C1C=CC=CC=1.[H][H]. Given the product [F:51][C:48]([F:49])([F:50])[C:40]1[CH:39]=[C:38]([CH:43]=[C:42]([C:44]([F:45])([F:46])[F:47])[CH:41]=1)[CH2:37][N:18]([C@H:14]1[CH2:15][CH2:16][CH2:17][N:11]([CH2:10][CH2:9][OH:8])[C:12]2[CH:55]=[C:54]([C:56]([F:57])([F:58])[F:59])[C:53]([CH3:60])=[CH:52][C:13]1=2)[C:19]1[N:20]=[N:21][N:22]([CH2:24][CH2:25][N:26]2[C:27](=[O:36])[C:28]3[C:33](=[CH:32][CH:31]=[CH:30][CH:29]=3)[C:34]2=[O:35])[N:23]=1, predict the reactants needed to synthesize it. (6) Given the product [CH3:9][C:3]1[CH:4]=[C:5]([OH:8])[CH:6]=[CH:7][C:2]=1[B:13]1[O:14][C:15]([CH3:17])([CH3:16])[C:11]([CH3:27])([CH3:10])[O:12]1, predict the reactants needed to synthesize it. The reactants are: Br[C:2]1[CH:7]=[CH:6][C:5]([OH:8])=[CH:4][C:3]=1[CH3:9].[CH3:10][C:11]1([CH3:27])[C:15]([CH3:17])([CH3:16])[O:14][B:13]([B:13]2[O:14][C:15]([CH3:17])([CH3:16])[C:11]([CH3:27])([CH3:10])[O:12]2)[O:12]1.ClCCl.C([O-])(=O)C.[K+]. (7) The reactants are: [OH:1][C@@H:2]([C@H:4]1[C:34](=[O:35])[N:6]2[C:7]([C:21]([O:23][CH2:24][C:25]3[CH:30]=[CH:29][C:28]([N+:31]([O-:33])=[O:32])=[CH:27][CH:26]=3)=[O:22])=[C:8]([C:11]3[S:15][C:14]4=[C:16]([S:19][CH3:20])[N:17]=[CH:18][N:13]4[CH:12]=3)[C@H:9]([CH3:10])[C@H:5]12)[CH3:3].Br[CH2:37][CH2:38][C:39]([NH2:41])=[O:40].[I-:42].[Na+]. Given the product [I-:42].[C:39]([CH2:38][CH2:37][N:17]1[C:16]([S:19][CH3:20])=[C:14]2[S:15][C:11]([C:8]3[C@H:9]([CH3:10])[C@@H:5]4[C@@H:4]([C@H:2]([OH:1])[CH3:3])[C:34](=[O:35])[N:6]4[C:7]=3[C:21]([O:23][CH2:24][C:25]3[CH:26]=[CH:27][C:28]([N+:31]([O-:33])=[O:32])=[CH:29][CH:30]=3)=[O:22])=[CH:12][N+:13]2=[CH:18]1)(=[O:40])[NH2:41], predict the reactants needed to synthesize it.